Dataset: Forward reaction prediction with 1.9M reactions from USPTO patents (1976-2016). Task: Predict the product of the given reaction. (1) Given the reactants [F:1][C:2]1[CH:28]=[CH:27][CH:26]=[CH:25][C:3]=1[CH2:4][N:5]1[C:9]2=[N:10][CH:11]=[CH:12][CH:13]=[C:8]2[C:7]([C:14]2[N:19]=[C:18]([NH2:20])[C:17]([N+:21]([O-])=O)=[C:16]([CH3:24])[N:15]=2)=[N:6]1.[H][H], predict the reaction product. The product is: [F:1][C:2]1[CH:28]=[CH:27][CH:26]=[CH:25][C:3]=1[CH2:4][N:5]1[C:9]2=[N:10][CH:11]=[CH:12][CH:13]=[C:8]2[C:7]([C:14]2[N:19]=[C:18]([NH2:20])[C:17]([NH2:21])=[C:16]([CH3:24])[N:15]=2)=[N:6]1. (2) Given the reactants [Cl:1][C:2]1[CH:7]=[C:6]([Cl:8])[CH:5]=[CH:4][C:3]=1[N:9]1[C:14]2=[N:15][C:16]3[C:17](=[C:18]([C:22](OC)=[O:23])[CH:19]=[CH:20][CH:21]=3)[N:13]2[CH2:12][CH2:11][CH2:10]1.C([NH2:28])=O.C[O-].[Na+].CN(C)C=O, predict the reaction product. The product is: [Cl:1][C:2]1[CH:7]=[C:6]([Cl:8])[CH:5]=[CH:4][C:3]=1[N:9]1[C:14]2=[N:15][C:16]3[C:17](=[C:18]([C:22]([NH2:28])=[O:23])[CH:19]=[CH:20][CH:21]=3)[N:13]2[CH2:12][CH2:11][CH2:10]1. (3) The product is: [NH2:8][C:7]1[N:6]=[CH:5][C:4]([CH:11]([CH3:17])[C:12]([O:14][CH2:15][CH3:16])=[O:13])=[CH:3][C:2]=1[F:1]. Given the reactants [F:1][C:2]1[CH:3]=[C:4]([CH:11]([CH3:17])[C:12]([O:14][CH2:15][CH3:16])=[O:13])[CH:5]=[N:6][C:7]=1[N+:8]([O-])=O.[H][H], predict the reaction product. (4) Given the reactants Cl[C:2]1[N:7]=[C:6]([C:8]#[N:9])[CH:5]=[CH:4][N:3]=1.[H-].[Na+].[CH3:12][NH:13][S:14]([CH3:17])(=[O:16])=[O:15], predict the reaction product. The product is: [C:8]([C:6]1[CH:5]=[CH:4][N:3]=[C:2]([N:13]([CH3:12])[S:14]([CH3:17])(=[O:16])=[O:15])[N:7]=1)#[N:9].